This data is from Reaction yield outcomes from USPTO patents with 853,638 reactions. The task is: Predict the reaction yield, written as a fraction of the theoretical maximum amount of product (1.0 means a 100% yield; for example, 0.34 means a 34% yield). (1) The reactants are [CH2:1]([NH:8][C:9]([NH:11][N:12]([CH2:14][C:15]([OH:17])=O)[CH3:13])=[O:10])[C:2]1[CH:7]=[CH:6][CH:5]=[CH:4][CH:3]=1.[NH2:18][C@@H:19]([CH2:42][C:43]1[CH:48]=[CH:47][C:46]([O:49]C(C)(C)C)=[CH:45][CH:44]=1)[C:20]([N:22]([CH2:32][C:33]1[C:34]2[CH:41]=[CH:40][CH:39]=[CH:38][C:35]=2[S:36][CH:37]=1)[C@@H:23]([CH3:31])[CH:24]([O:28][CH2:29][CH3:30])[O:25][CH2:26][CH3:27])=[O:21]. The yield is 0.570. The product is [S:36]1[CH:37]=[C:33]([CH2:32][N:22]([C@@H:23]([CH3:31])[CH:24]([O:25][CH2:26][CH3:27])[O:28][CH2:29][CH3:30])[C:20](=[O:21])[C@@H:19]([NH:18][C:15](=[O:17])[CH2:14][N:12]([CH3:13])[NH:11][C:9]([NH:8][CH2:1][C:2]2[CH:3]=[CH:4][CH:5]=[CH:6][CH:7]=2)=[O:10])[CH2:42][C:43]2[CH:44]=[CH:45][C:46]([OH:49])=[CH:47][CH:48]=2)[C:34]2[CH:41]=[CH:40][CH:39]=[CH:38][C:35]1=2. No catalyst specified. (2) The reactants are Cl.[Cl:2][C:3]1[CH:8]=[CH:7][C:6]([S:9]([N:12]2[CH:17]=[C:16]([F:18])[C:15]([N:19]=CN(C)C)=[N:14][C:13]2=[O:24])(=[O:11])=[O:10])=[CH:5][CH:4]=1. The product is [NH2:19][C:15]1[C:16]([F:18])=[CH:17][N:12]([S:9]([C:6]2[CH:5]=[CH:4][C:3]([Cl:2])=[CH:8][CH:7]=2)(=[O:11])=[O:10])[C:13](=[O:24])[N:14]=1. The catalyst is O1CCOCC1. The yield is 0.860. (3) The reactants are C([O:8][N:9]1[C:15](=[O:16])[N:14]2[CH2:17][C@H:10]1[CH2:11][CH2:12][C@H:13]2[C:18]1[O:22][C:21]([CH2:23][CH2:24][NH:25][C:26](=[O:32])[O:27][C:28]([CH3:31])([CH3:30])[CH3:29])=[N:20][N:19]=1)C1C=CC=CC=1. The catalyst is C1COCC1.[Pd]. The product is [OH:8][N:9]1[C:15](=[O:16])[N:14]2[CH2:17][C@H:10]1[CH2:11][CH2:12][C@H:13]2[C:18]1[O:22][C:21]([CH2:23][CH2:24][NH:25][C:26](=[O:32])[O:27][C:28]([CH3:30])([CH3:29])[CH3:31])=[N:20][N:19]=1. The yield is 0.940. (4) The reactants are [CH:1]1([CH2:4][N:5]([CH2:16][CH2:17][CH3:18])[C:6]2[N:11]=[CH:10][N:9]=[C:8]([C:12]([O:14]C)=[O:13])[CH:7]=2)[CH2:3][CH2:2]1.[Li+].[OH-]. The catalyst is C1COCC1.CCO.O. The product is [CH:1]1([CH2:4][N:5]([CH2:16][CH2:17][CH3:18])[C:6]2[N:11]=[CH:10][N:9]=[C:8]([C:12]([OH:14])=[O:13])[CH:7]=2)[CH2:2][CH2:3]1. The yield is 0.771.